From a dataset of Forward reaction prediction with 1.9M reactions from USPTO patents (1976-2016). Predict the product of the given reaction. (1) Given the reactants COC1C=C(OC)C=CC=1C[N:6]([C:21]1[S:25][N:24]=[CH:23][N:22]=1)[S:7]([C:10]1[C:19]([F:20])=[CH:18][C:13]2[NH:14][C:15](=[O:17])[O:16][C:12]=2[CH:11]=1)(=[O:9])=[O:8].N(/C(OC(C)(C)C)=O)=N\C(OC(C)(C)C)=O.C1(P(C2C=CC=CC=2)C2C=CC=CC=2)C=CC=CC=1.O[CH2:68][C:69]1[CH:70]=[CH:71][CH:72]=[C:73]2[C:78]=1[CH:77]=[N:76][C:75]([NH:79]C(=O)OC(C)(C)C)=[CH:74]2, predict the reaction product. The product is: [NH2:79][C:75]1[N:76]=[CH:77][C:78]2[C:73]([CH:74]=1)=[CH:72][CH:71]=[CH:70][C:69]=2[CH2:68][N:14]1[C:13]2[CH:18]=[C:19]([F:20])[C:10]([S:7]([NH:6][C:21]3[S:25][N:24]=[CH:23][N:22]=3)(=[O:8])=[O:9])=[CH:11][C:12]=2[O:16][C:15]1=[O:17]. (2) The product is: [Cl:1][C:2]1[CH:7]=[C:6]2[NH:8][C:9](=[O:44])[C:10]3([CH:15]([C:16]4[CH:21]=[C:20]([C:22]#[CH:23])[CH:19]=[CH:18][C:17]=4[O:28][CH2:29][C:30]4([CH3:34])[CH2:31][O:32][CH2:33]4)[CH2:14][C:13](=[O:35])[NH:12][CH:11]3[C:36]3[CH:41]=[C:40]([Cl:42])[CH:39]=[CH:38][C:37]=3[CH3:43])[C:5]2=[CH:4][CH:3]=1. Given the reactants [Cl:1][C:2]1[CH:7]=[C:6]2[NH:8][C:9](=[O:44])[C:10]3([CH:15]([C:16]4[CH:21]=[C:20]([C:22]#[C:23][Si](C)(C)C)[CH:19]=[CH:18][C:17]=4[O:28][CH2:29][C:30]4([CH3:34])[CH2:33][O:32][CH2:31]4)[CH2:14][C:13](=[O:35])[NH:12][CH:11]3[C:36]3[CH:41]=[C:40]([Cl:42])[CH:39]=[CH:38][C:37]=3[CH3:43])[C:5]2=[CH:4][CH:3]=1.C([O-])([O-])=O.[K+].[K+], predict the reaction product. (3) Given the reactants Cl.[NH2:2][C:3]1[CH:12]=[CH:11][C:6]2[CH2:7][O:8][B:9]([OH:10])[C:5]=2[CH:4]=1.C(N(CC)CC)C.[Cl:20][C:21]1[CH:29]=[C:28]([F:30])[CH:27]=[CH:26][C:22]=1[C:23](Cl)=[O:24].Cl, predict the reaction product. The product is: [Cl:20][C:21]1[CH:29]=[C:28]([F:30])[CH:27]=[CH:26][C:22]=1[C:23]([NH:2][C:3]1[CH:12]=[CH:11][C:6]2[CH2:7][O:8][B:9]([OH:10])[C:5]=2[CH:4]=1)=[O:24]. (4) Given the reactants [CH3:1][S:2](Cl)(=[O:4])=[O:3].N1C=CC=CC=1.[Cl:12][C:13]1[CH:18]=[CH:17][C:16]([C:19]2[C:24]3[CH:25]=[CH:26][C:27]([NH2:29])=[CH:28][C:23]=3[O:22][C:21]([CH3:31])([CH3:30])[N:20]=2)=[CH:15][CH:14]=1, predict the reaction product. The product is: [Cl:12][C:13]1[CH:14]=[CH:15][C:16]([C:19]2[C:24]3[CH:25]=[CH:26][C:27]([NH:29][S:2]([CH3:1])(=[O:4])=[O:3])=[CH:28][C:23]=3[O:22][C:21]([CH3:31])([CH3:30])[N:20]=2)=[CH:17][CH:18]=1. (5) The product is: [CH3:23][S:20]([CH2:19][CH2:18][CH2:17][O:16][C:4]1[CH:5]=[C:6]2[C:10](=[C:2]([NH:1][S:30]([C:25]3[CH:26]=[CH:27][CH:28]=[CH:29][N:24]=3)(=[O:32])=[O:31])[CH:3]=1)[NH:9][C:8]([C:11]([O:13][CH2:14][CH3:15])=[O:12])=[CH:7]2)(=[O:22])=[O:21]. Given the reactants [NH2:1][C:2]1[CH:3]=[C:4]([O:16][CH2:17][CH2:18][CH2:19][S:20]([CH3:23])(=[O:22])=[O:21])[CH:5]=[C:6]2[C:10]=1[NH:9][C:8]([C:11]([O:13][CH2:14][CH3:15])=[O:12])=[CH:7]2.[N:24]1[CH:29]=[CH:28][CH:27]=[CH:26][C:25]=1[S:30](Cl)(=[O:32])=[O:31], predict the reaction product.